Dataset: Full USPTO retrosynthesis dataset with 1.9M reactions from patents (1976-2016). Task: Predict the reactants needed to synthesize the given product. The reactants are: [OH-].[K+].[NH:3]1[C:11]2[C:6](=[CH:7][CH:8]=[CH:9][CH:10]=2)[C:5]([CH:12]=[O:13])=[CH:4]1.I[CH2:15][CH2:16][CH3:17]. Given the product [CH2:15]([N:3]1[C:11]2[C:6](=[CH:7][CH:8]=[CH:9][CH:10]=2)[C:5]([CH:12]=[O:13])=[CH:4]1)[CH2:16][CH3:17], predict the reactants needed to synthesize it.